Dataset: Catalyst prediction with 721,799 reactions and 888 catalyst types from USPTO. Task: Predict which catalyst facilitates the given reaction. (1) Reactant: [OH:1][N:2]=[CH:3][C:4]1[CH:5]=[C:6]2[C:10](=[CH:11][CH:12]=1)[C:9]1([CH2:15][N:14]([C:16]([O:18][C:19]([CH3:22])([CH3:21])[CH3:20])=[O:17])[CH2:13]1)[O:8][CH2:7]2.C1C(=O)N(Cl)C(=O)C1.[Cl:31][C:32]1[CH:33]=[C:34]([C:40](=[O:45])[C:41]([F:44])([F:43])[F:42])[CH:35]=[C:36]([Cl:39])[C:37]=1[F:38].C(=O)(O)[O-].[Na+]. Product: [Cl:31][C:32]1[CH:33]=[C:34]([C:40]2([C:41]([F:43])([F:44])[F:42])[O:1][N:2]=[C:3]([C:4]3[CH:5]=[C:6]4[C:10](=[CH:11][CH:12]=3)[C:9]3([CH2:13][N:14]([C:16]([O:18][C:19]([CH3:22])([CH3:21])[CH3:20])=[O:17])[CH2:15]3)[O:8][CH2:7]4)[O:45]2)[CH:35]=[C:36]([Cl:39])[C:37]=1[F:38]. The catalyst class is: 3. (2) The catalyst class is: 6. Product: [CH3:12][N:4]1[CH:5]=[C:6]([CH2:7][C:8]([O:10][CH3:11])=[O:9])[C:2]([O:1][CH2:14][C:15]2[CH:20]=[CH:19][N:18]=[C:17]([O:21][CH2:22][C:23]3[N:24]=[C:25]([C:29]4[CH:34]=[CH:33][CH:32]=[CH:31][CH:30]=4)[O:26][C:27]=3[CH3:28])[CH:16]=2)=[N:3]1. Reactant: [OH:1][C:2]1[C:6]([CH2:7][C:8]([O:10][CH3:11])=[O:9])=[CH:5][N:4]([CH3:12])[N:3]=1.Cl[CH2:14][C:15]1[CH:20]=[CH:19][N:18]=[C:17]([O:21][CH2:22][C:23]2[N:24]=[C:25]([C:29]3[CH:34]=[CH:33][CH:32]=[CH:31][CH:30]=3)[O:26][C:27]=2[CH3:28])[CH:16]=1.C(=O)([O-])[O-].[K+].[K+].CN(C)C=O. (3) Reactant: C1C=CC2N(O)N=NC=2C=1.[CH:11]1([NH:14][C:15](=[O:50])[NH:16][C:17]2[CH:48]=[CH:47][C:20]([O:21][C:22]3[CH:27]=[CH:26][N:25]=[C:24]4[CH:28]=[C:29]([C:31]5[N:36]=[CH:35][C:34]([CH2:37][N:38]6[CH2:43][CH2:42][CH2:41][CH:40]([C:44]([OH:46])=O)[CH2:39]6)=[CH:33][CH:32]=5)[S:30][C:23]=34)=[C:19]([F:49])[CH:18]=2)[CH2:13][CH2:12]1.[CH3:51][N:52]([CH3:57])[CH2:53][CH2:54][NH:55][CH3:56].Cl.C(N(CC)CC)C. Product: [CH:11]1([NH:14][C:15](=[O:50])[NH:16][C:17]2[CH:48]=[CH:47][C:20]([O:21][C:22]3[CH:27]=[CH:26][N:25]=[C:24]4[CH:28]=[C:29]([C:31]5[N:36]=[CH:35][C:34]([CH2:37][N:38]6[CH2:43][CH2:42][CH2:41][CH:40]([C:44]([N:55]([CH2:54][CH2:53][N:52]([CH3:57])[CH3:51])[CH3:56])=[O:46])[CH2:39]6)=[CH:33][CH:32]=5)[S:30][C:23]=34)=[C:19]([F:49])[CH:18]=2)[CH2:12][CH2:13]1. The catalyst class is: 607.